Dataset: Catalyst prediction with 721,799 reactions and 888 catalyst types from USPTO. Task: Predict which catalyst facilitates the given reaction. (1) Reactant: [CH:1]1([C:7]2[C:8]3[CH:9]=[CH:10][C:11]([C:28]([O:30][CH3:31])=[O:29])=[CH:12][C:13]=3[N:14]3[C:20]=2[C:19]2[CH:21]=[CH:22][CH:23]=[CH:24][C:18]=2[N:17]([CH3:25])[CH:16]([CH:26]=O)[CH2:15]3)[CH2:6][CH2:5][CH2:4][CH2:3][CH2:2]1.CC(O)=O.[C:36]([O:40][C:41](=[O:55])[NH:42][S:43]([CH2:46][CH2:47][CH2:48][N:49]([CH3:54])[CH2:50][CH2:51][NH:52][CH3:53])(=[O:45])=[O:44])([CH3:39])([CH3:38])[CH3:37].[BH3-]C#N.[Na+]. Product: [CH:1]1([C:7]2[C:8]3[CH:9]=[CH:10][C:11]([C:28]([O:30][CH3:31])=[O:29])=[CH:12][C:13]=3[N:14]3[C:20]=2[C:19]2[CH:18]=[CH:24][CH:23]=[CH:22][C:21]=2[N:17]([CH3:25])[CH:16]([CH2:26][N:52]([CH3:53])[CH2:51][CH2:50][N:49]([CH3:54])[CH2:48][CH2:47][CH2:46][S:43](=[O:44])(=[O:45])[NH:42][C:41](=[O:55])[O:40][C:36]([CH3:39])([CH3:37])[CH3:38])[CH2:15]3)[CH2:2][CH2:3][CH2:4][CH2:5][CH2:6]1. The catalyst class is: 5. (2) Product: [O:1]([C:8]1[CH:9]=[C:10]([NH:11][C:16]([NH:15][C:18]2[CH:19]=[CH:20][C:21]([C:24]([F:25])([F:26])[F:27])=[CH:22][CH:23]=2)=[O:17])[CH:12]=[CH:13][CH:14]=1)[C:2]1[CH:3]=[CH:4][CH:5]=[CH:6][CH:7]=1. Reactant: [O:1]([C:8]1[CH:9]=[C:10]([CH:12]=[CH:13][CH:14]=1)[NH2:11])[C:2]1[CH:7]=[CH:6][CH:5]=[CH:4][CH:3]=1.[N:15]([C:18]1[CH:23]=[CH:22][C:21]([C:24]([F:27])([F:26])[F:25])=[CH:20][CH:19]=1)=[C:16]=[O:17]. The catalyst class is: 8.